Dataset: Full USPTO retrosynthesis dataset with 1.9M reactions from patents (1976-2016). Task: Predict the reactants needed to synthesize the given product. (1) The reactants are: [CH2:1]([N:8]1[C:15]([NH2:16])=[CH:14][C:12](=[O:13])[N:11]([CH2:17][CH2:18][CH3:19])[C:9]1=[O:10])[C:2]1[CH:7]=[CH:6][CH:5]=[CH:4][CH:3]=1.[N:20]([O-])=[O:21].[Na+]. Given the product [CH2:1]([N:8]1[C:15]([NH2:16])=[C:14]([N:20]=[O:21])[C:12](=[O:13])[N:11]([CH2:17][CH2:18][CH3:19])[C:9]1=[O:10])[C:2]1[CH:7]=[CH:6][CH:5]=[CH:4][CH:3]=1, predict the reactants needed to synthesize it. (2) Given the product [F:14][C:15]1[CH:23]=[C:22]([F:24])[CH:21]=[CH:20][C:16]=1[CH2:17][CH:2]1[C:9]2[CH:8]=[C:7]([C:10]([O:12][CH3:13])=[O:11])[NH:6][C:5]=2[CH2:4][CH2:3]1, predict the reactants needed to synthesize it. The reactants are: O=[C:2]1[C:9]2[CH:8]=[C:7]([C:10]([O:12][CH3:13])=[O:11])[NH:6][C:5]=2[CH2:4][CH2:3]1.[F:14][C:15]1[CH:23]=[C:22]([F:24])[CH:21]=[CH:20][C:16]=1[CH2:17][Mg]Cl.